This data is from Forward reaction prediction with 1.9M reactions from USPTO patents (1976-2016). The task is: Predict the product of the given reaction. Given the reactants [NH2:1][C:2]1[C:7]2=[CH:8][C:9]([C:24]#[N:25])=[C:10]([C:11]3[CH2:12][CH2:13][N:14]([C:17]([O:19][C:20]([CH3:23])([CH3:22])[CH3:21])=[O:18])[CH2:15][CH:16]=3)[N:6]2[N:5]=[CH:4][N:3]=1.C([O-])=O.[NH4+], predict the reaction product. The product is: [NH2:1][C:2]1[C:7]2=[CH:8][C:9]([C:24]#[N:25])=[C:10]([CH:11]3[CH2:16][CH2:15][N:14]([C:17]([O:19][C:20]([CH3:21])([CH3:23])[CH3:22])=[O:18])[CH2:13][CH2:12]3)[N:6]2[N:5]=[CH:4][N:3]=1.